From a dataset of Full USPTO retrosynthesis dataset with 1.9M reactions from patents (1976-2016). Predict the reactants needed to synthesize the given product. (1) Given the product [CH3:12][O:13][CH2:14][O:15][C:16]1[CH:21]=[CH:20][CH:19]=[C:18]([C:22]([F:23])([F:24])[F:25])[C:17]=1[C:31](=[O:27])[C:30]([O:9][CH2:7][CH3:10])=[O:26], predict the reactants needed to synthesize it. The reactants are: C([Li])CCC.C[C:7]([CH3:10])([O-:9])C.[K+].[CH3:12][O:13][CH2:14][O:15][C:16]1[CH:21]=[CH:20][CH:19]=[C:18]([C:22]([F:25])([F:24])[F:23])[CH:17]=1.[OH2:26].[O:27]1[CH2:31][CH2:30]CC1. (2) Given the product [C:39]([Si:36]([CH3:38])([CH3:37])[O:43][CH2:44][CH2:45][CH2:46][N:14]([CH2:15][CH2:16][CH2:17][C@H:18]1[O:22][C:21](=[O:23])[N:20]([C:24]2[CH:25]=[CH:26][C:27]3[S:32][CH2:31][C:30](=[O:33])[NH:29][C:28]=3[CH:34]=2)[CH2:19]1)[CH:12]1[C:11]2=[C:10]3[C:5](=[CH:4][CH:3]=[C:2]2[F:1])[CH:6]=[CH:7][C:8](=[O:35])[N:9]3[CH2:13]1)([CH3:42])([CH3:41])[CH3:40], predict the reactants needed to synthesize it. The reactants are: [F:1][C:2]1[C:11]2[CH:12]([NH:14][CH2:15][CH2:16][CH2:17][C@H:18]3[O:22][C:21](=[O:23])[N:20]([C:24]4[CH:25]=[CH:26][C:27]5[S:32][CH2:31][C:30](=[O:33])[NH:29][C:28]=5[CH:34]=4)[CH2:19]3)[CH2:13][N:9]3[C:10]=2[C:5]([CH:6]=[CH:7][C:8]3=[O:35])=[CH:4][CH:3]=1.[Si:36]([O:43][CH2:44][CH2:45][CH:46]=O)([C:39]([CH3:42])([CH3:41])[CH3:40])([CH3:38])[CH3:37]. (3) Given the product [Br:29][C:30]1[CH:31]=[C:32]([O:37][C:38]2[C:39]([CH3:45])=[N:40][N:41]([CH3:44])[C:42]=2[CH3:43])[C:33]([NH:36][C:26]2[S:25][N:6]=[C:7]([C@H:8]3[CH2:12][O:11][C:10]4([CH2:13][CH2:14][CH2:15][CH2:16][CH2:17]4)[O:9]3)[N:27]=2)=[N:34][CH:35]=1, predict the reactants needed to synthesize it. The reactants are: CS(O[N:6]=[C:7](Cl)[C@H:8]1[CH2:12][O:11][C:10]2([CH2:17][CH2:16][CH2:15][CH2:14][CH2:13]2)[O:9]1)(=O)=O.N1C=CC=CC=1.[S-:25][C:26]#[N:27].[Na+].[Br:29][C:30]1[CH:31]=[C:32]([O:37][C:38]2[C:39]([CH3:45])=[N:40][N:41]([CH3:44])[C:42]=2[CH3:43])[C:33]([NH2:36])=[N:34][CH:35]=1. (4) The reactants are: C([O:5][C:6](=[O:36])[CH2:7][O:8][C:9]1[C:14]2[CH2:15][CH2:16][CH2:17][CH2:18][CH:19]([N:20]([S:22]([C:25]3[CH:30]=[C:29]([C:31]([F:34])([F:33])[F:32])[CH:28]=[C:27]([F:35])[CH:26]=3)(=[O:24])=[O:23])[CH3:21])[C:13]=2[CH:12]=[CH:11][CH:10]=1)(C)(C)C.[OH-].[Na+]. Given the product [F:35][C:27]1[CH:26]=[C:25]([S:22]([N:20]([CH3:21])[CH:19]2[C:13]3[CH:12]=[CH:11][CH:10]=[C:9]([O:8][CH2:7][C:6]([OH:36])=[O:5])[C:14]=3[CH2:15][CH2:16][CH2:17][CH2:18]2)(=[O:24])=[O:23])[CH:30]=[C:29]([C:31]([F:33])([F:34])[F:32])[CH:28]=1, predict the reactants needed to synthesize it.